Dataset: Reaction yield outcomes from USPTO patents with 853,638 reactions. Task: Predict the reaction yield, written as a fraction of the theoretical maximum amount of product (1.0 means a 100% yield; for example, 0.34 means a 34% yield). The reactants are [F:1][C:2]1[C:11]([F:12])=[CH:10][C:9]([NH2:13])=[C:8]2[C:3]=1[CH:4]=[CH:5][CH:6]=[N:7]2.[C:14]1([S:20](Cl)(=[O:22])=[O:21])[CH:19]=[CH:18][CH:17]=[CH:16][CH:15]=1. The catalyst is CN(C1C=CN=CC=1)C. The product is [F:1][C:2]1[C:11]([F:12])=[CH:10][C:9]([NH:13][S:20]([C:14]2[CH:19]=[CH:18][CH:17]=[CH:16][CH:15]=2)(=[O:22])=[O:21])=[C:8]2[C:3]=1[CH:4]=[CH:5][CH:6]=[N:7]2. The yield is 0.350.